The task is: Regression. Given two drug SMILES strings and cell line genomic features, predict the synergy score measuring deviation from expected non-interaction effect.. This data is from Merck oncology drug combination screen with 23,052 pairs across 39 cell lines. Cell line: A2058. Drug 1: C=CCn1c(=O)c2cnc(Nc3ccc(N4CCN(C)CC4)cc3)nc2n1-c1cccc(C(C)(C)O)n1. Drug 2: Cn1c(=O)n(-c2ccc(C(C)(C)C#N)cc2)c2c3cc(-c4cnc5ccccc5c4)ccc3ncc21. Synergy scores: synergy=22.5.